From a dataset of Forward reaction prediction with 1.9M reactions from USPTO patents (1976-2016). Predict the product of the given reaction. (1) Given the reactants [H-].[Na+].[CH:3]([C@@H:6]1[C:11](=[O:12])[NH:10][CH2:9][CH2:8][N:7]1[C:13]([O:15][C:16]([CH3:19])([CH3:18])[CH3:17])=[O:14])([CH3:5])[CH3:4].[F:20][C:21]1[CH:30]=[C:29](F)[C:28]([N+:32]([O-:34])=[O:33])=[CH:27][C:22]=1[C:23]([O:25][CH3:26])=[O:24].CCOC(C)=O, predict the reaction product. The product is: [F:20][C:21]1[C:22]([C:23]([O:25][CH3:26])=[O:24])=[CH:27][C:28]([N+:32]([O-:34])=[O:33])=[C:29]([N:10]2[CH2:9][CH2:8][N:7]([C:13]([O:15][C:16]([CH3:17])([CH3:19])[CH3:18])=[O:14])[C@H:6]([CH:3]([CH3:5])[CH3:4])[C:11]2=[O:12])[CH:30]=1. (2) Given the reactants [Cl:1][C:2]1[C:11]2[C:6](=[CH:7][C:8]([O:14][CH2:15][C:16]3[N:17]=[C:18]([CH3:21])[S:19][CH:20]=3)=[C:9]([O:12][CH3:13])[CH:10]=2)[N:5]=[N:4][CH:3]=1.[F:22][C:23]1[CH:29]=[C:28]([CH3:30])[C:27]([OH:31])=[CH:26][C:24]=1[NH2:25].Cl, predict the reaction product. The product is: [ClH:1].[F:22][C:23]1[CH:29]=[C:28]([CH3:30])[C:27]([OH:31])=[CH:26][C:24]=1[NH:25][C:2]1[C:11]2[C:6](=[CH:7][C:8]([O:14][CH2:15][C:16]3[N:17]=[C:18]([CH3:21])[S:19][CH:20]=3)=[C:9]([O:12][CH3:13])[CH:10]=2)[N:5]=[N:4][CH:3]=1. (3) Given the reactants Cl[C:2]1[C:11]([CH3:12])=[C:10]([Cl:13])[C:9]2[C:4](=[CH:5][C:6]([F:15])=[CH:7][C:8]=2[F:14])[N:3]=1.C([Sn](CCCC)(CCCC)[C:21]1[CH:22]=[CH:23][C:24]([N:27]2[CH2:32][CH2:31][O:30][CH2:29][CH2:28]2)=[N:25][CH:26]=1)CCC, predict the reaction product. The product is: [Cl:13][C:10]1[C:9]2[C:4](=[CH:5][C:6]([F:15])=[CH:7][C:8]=2[F:14])[N:3]=[C:2]([C:21]2[CH:22]=[CH:23][C:24]([N:27]3[CH2:28][CH2:29][O:30][CH2:31][CH2:32]3)=[N:25][CH:26]=2)[C:11]=1[CH3:12].